Dataset: Retrosynthesis with 50K atom-mapped reactions and 10 reaction types from USPTO. Task: Predict the reactants needed to synthesize the given product. (1) Given the product CC(C)Oc1ccc(-c2nc(-c3cccc4c(C(=O)NCCC(=O)O)cn(C)c34)no2)cc1Cl, predict the reactants needed to synthesize it. The reactants are: CCOC(=O)CCNC(=O)c1cn(C)c2c(-c3noc(-c4ccc(OC(C)C)c(Cl)c4)n3)cccc12. (2) Given the product CC(C)(C)c1nc(N2CCC(F)(F)C2)c2nnn(Cc3ccncc3Cl)c2n1, predict the reactants needed to synthesize it. The reactants are: CCn1nnc2c(N3CCC(F)(F)C3)nc(C(C)(C)C)nc21.Clc1cnccc1CBr. (3) The reactants are: CCS(=O)(=O)c1ccc(Cl)cc1CNC(=O)c1cc(Cl)c(CBr)c(C(F)(F)F)c1.c1ccc(C(c2ccccc2)N2CC3(CNCCO3)C2)cc1. Given the product CCS(=O)(=O)c1ccc(Cl)cc1CNC(=O)c1cc(Cl)c(CN2CCOC3(C2)CN(C(c2ccccc2)c2ccccc2)C3)c(C(F)(F)F)c1, predict the reactants needed to synthesize it. (4) Given the product COC(=O)C1CNCCCN1S(=O)(=O)c1ccc(OC)cc1, predict the reactants needed to synthesize it. The reactants are: COC(=O)C1CN(Cc2ccccc2)CCCN1S(=O)(=O)c1ccc(OC)cc1. (5) Given the product COc1ccc(NCC(C)(C)C)c([N+](=O)[O-])c1, predict the reactants needed to synthesize it. The reactants are: CC(C)(C)C=O.COc1ccc(N)c([N+](=O)[O-])c1. (6) The reactants are: C=C1c2ccccc2CC(=O)Cc2ccccc21. Given the product CC1c2ccccc2CC(=O)Cc2ccccc21, predict the reactants needed to synthesize it. (7) The reactants are: COC[C@H](C)OC[C@H](O[Si](C)(C)C(C)(C)C)C(=O)Nc1ccc(C)cn1. Given the product COC[C@H](C)OC[C@H](O)C(=O)Nc1ccc(C)cn1, predict the reactants needed to synthesize it. (8) Given the product CC(C)(C)[S@](=O)/N=C(\c1cc(Br)ccc1F)C(F)F, predict the reactants needed to synthesize it. The reactants are: CC(C)(C)[S@@](N)=O.O=C(c1cc(Br)ccc1F)C(F)F. (9) Given the product CN(c1ccccc1CNc1cccn2nc(Cl)nc12)S(C)(=O)=O, predict the reactants needed to synthesize it. The reactants are: CN(c1ccccc1CN)S(C)(=O)=O.Clc1nc2c(Br)cccn2n1. (10) Given the product CCCc1c(OCC2(O)COc3ccc(CC(=O)O)cc3OC2)ccc(C(C)=O)c1O, predict the reactants needed to synthesize it. The reactants are: CCCc1c(OCC2(O)COc3ccc(CC(=O)OC)cc3OC2)ccc(C(C)=O)c1O.